Dataset: Catalyst prediction with 721,799 reactions and 888 catalyst types from USPTO. Task: Predict which catalyst facilitates the given reaction. (1) Reactant: [C:1]([C:4]1[N:9]=[CH:8][C:7]([CH2:10][C:11]2[CH:12]=[C:13]3[C:18](=[C:19]4[CH:24]=[CH:23][CH:22]=[CH:21][C:20]=24)[N:17]=[CH:16][N:15]([C@H:25]2[CH2:30][CH2:29][O:28][CH2:27][C@@H:26]2[OH:31])[C:14]3=[O:32])=[CH:6][CH:5]=1)(=[O:3])[CH3:2].[CH3:33][Mg]Br.[Cl-].[NH4+]. Product: [OH:3][C:1]([C:4]1[N:9]=[CH:8][C:7]([CH2:10][C:11]2[CH:12]=[C:13]3[C:18](=[C:19]4[CH:24]=[CH:23][CH:22]=[CH:21][C:20]=24)[N:17]=[CH:16][N:15]([C@H:25]2[CH2:30][CH2:29][O:28][CH2:27][C@@H:26]2[OH:31])[C:14]3=[O:32])=[CH:6][CH:5]=1)([CH3:33])[CH3:2]. The catalyst class is: 1. (2) Reactant: CS(O[CH2:6][CH:7]1[CH2:12][CH2:11][N:10]([C:13]2[CH:18]=[CH:17][CH:16]=[CH:15][CH:14]=2)[C:9](=[O:19])[CH2:8]1)(=O)=O.[N-:20]=[N+:21]=[N-:22].[Na+]. Product: [N:20]([CH2:6][CH:7]1[CH2:12][CH2:11][N:10]([C:13]2[CH:18]=[CH:17][CH:16]=[CH:15][CH:14]=2)[C:9](=[O:19])[CH2:8]1)=[N+:21]=[N-:22]. The catalyst class is: 148. (3) Reactant: [S:1](Cl)([CH3:4])(=[O:3])=[O:2].[CH3:6][O:7][CH:8]([O:21][CH3:22])[CH2:9][NH:10][C:11]1[CH:12]=[CH:13][C:14]2[CH2:17][CH:16]([C:18]#[N:19])[C:15]=2[CH:20]=1.N1C=CC=CC=1.C([O-])(O)=O.[Na+]. Product: [CH3:6][O:7][CH:8]([O:21][CH3:22])[CH2:9][N:10]([C:11]1[CH:12]=[CH:13][C:14]2[CH2:17][CH:16]([C:18]#[N:19])[C:15]=2[CH:20]=1)[S:1]([CH3:4])(=[O:3])=[O:2]. The catalyst class is: 4. (4) The catalyst class is: 5. Reactant: [F:1][C:2]1[C:3]([C:20]2[CH2:25][CH2:24][CH:23]([C:26]([F:29])([F:28])[F:27])[CH2:22][CH:21]=2)=[CH:4][C:5]([CH2:8][N:9]2C(=O)C3C(=CC=CC=3)C2=O)=[N:6][CH:7]=1.NN.O. Product: [F:1][C:2]1[C:3]([C:20]2[CH2:25][CH2:24][CH:23]([C:26]([F:29])([F:27])[F:28])[CH2:22][CH:21]=2)=[CH:4][C:5]([CH2:8][NH2:9])=[N:6][CH:7]=1. (5) Reactant: [H-].[Na+].[C:3]([C:5]1[CH:10]=[CH:9][C:8]([CH3:11])=[C:7]([OH:12])[CH:6]=1)#[N:4].[CH2:13](I)[CH3:14].O. Product: [C:3]([C:5]1[CH:10]=[CH:9][C:8]([CH3:11])=[C:7]([O:12][CH2:13][CH3:14])[CH:6]=1)#[N:4]. The catalyst class is: 3. (6) Reactant: C(NC(C)C)(C)C.C([Li])CCC.[CH3:13][CH2:14][CH2:15][CH2:16][CH2:17][CH3:18].Cl[Si](C)(C)C.[OH-:24].[Na+].Cl.C1[CH2:31][O:30][CH2:29][CH2:28]1. Product: [CH:14]([C:15]1([CH2:28][C:29]([O:30][CH3:31])=[O:24])[CH2:18][CH2:17][CH2:16]1)=[CH2:13]. The catalyst class is: 125. (7) Reactant: [CH2:1]([O:8][C:9]([N:11]1[CH2:16][CH2:15][CH:14]([NH:17][CH3:18])[CH2:13][CH2:12]1)=[O:10])[C:2]1[CH:7]=[CH:6][CH:5]=[CH:4][CH:3]=1.[C:19](O[C:19]([O:21][C:22]([CH3:25])([CH3:24])[CH3:23])=[O:20])([O:21][C:22]([CH3:25])([CH3:24])[CH3:23])=[O:20].CCN(CC)CC. Product: [CH2:1]([O:8][C:9]([N:11]1[CH2:16][CH2:15][CH:14]([N:17]([C:19]([O:21][C:22]([CH3:25])([CH3:24])[CH3:23])=[O:20])[CH3:18])[CH2:13][CH2:12]1)=[O:10])[C:2]1[CH:7]=[CH:6][CH:5]=[CH:4][CH:3]=1. The catalyst class is: 2. (8) Reactant: [CH3:1][CH2:2][O-:3].[Na+].CCO.Br[C:9]1[CH:14]=[CH:13][C:12]([Br:15])=[CH:11][N:10]=1. Product: [Br:15][C:12]1[CH:11]=[N:10][C:9]([O:3][CH2:2][CH3:1])=[CH:14][CH:13]=1. The catalyst class is: 6.